From a dataset of Full USPTO retrosynthesis dataset with 1.9M reactions from patents (1976-2016). Predict the reactants needed to synthesize the given product. (1) Given the product [CH3:47][C:48]1[CH:49]=[C:50]([NH:51][C:27]([NH:24][CH2:23][CH2:22][CH2:21][C:18]2[CH:19]=[CH:20][C:15]([C:12]3[N:13]=[CH:14][N:10]([C:7]4[CH:6]=[CH:5][C:4]([O:3][C:2]([F:1])([F:25])[F:26])=[CH:9][CH:8]=4)[N:11]=3)=[CH:16][CH:17]=2)=[O:30])[CH:52]=[C:53]([CH3:55])[CH:54]=1, predict the reactants needed to synthesize it. The reactants are: [F:1][C:2]([F:26])([F:25])[O:3][C:4]1[CH:9]=[CH:8][C:7]([N:10]2[CH:14]=[N:13][C:12]([C:15]3[CH:20]=[CH:19][C:18]([CH2:21][CH2:22][CH2:23][NH2:24])=[CH:17][CH:16]=3)=[N:11]2)=[CH:6][CH:5]=1.[C:27](=[O:30])(O)[O-].[Na+].ClC(Cl)(OC(=O)OC(Cl)(Cl)Cl)Cl.[N-]=C=O.[CH3:47][C:48]1[CH:49]=[C:50]([CH:52]=[C:53]([CH3:55])[CH:54]=1)[NH2:51].C(=O)([O-])[O-].[Cs+].[Cs+]. (2) Given the product [NH2:9][C:4]1[C:3]([F:10])=[C:2]([C:13]2[C:14]([C:15]#[N:16])=[CH:17][CH:18]=[CH:19][C:12]=2[F:11])[C:7]([F:8])=[CH:6][CH:5]=1, predict the reactants needed to synthesize it. The reactants are: Br[C:2]1[C:3]([F:10])=[C:4]([NH2:9])[CH:5]=[CH:6][C:7]=1[F:8].[F:11][C:12]1[C:13](B2OC(C)(C)C(C)(C)O2)=[C:14]([CH:17]=[CH:18][CH:19]=1)[C:15]#[N:16].[F-].[K+].C(P(C(C)(C)C)C(C)(C)C)(C)(C)C. (3) The reactants are: [Cl:1][C:2]1[CH:3]=[CH:4][C:5]([C:12]([F:15])([F:14])[F:13])=[C:6]([S:8](Cl)(=[O:10])=[O:9])[CH:7]=1.[NH:16]1[CH2:21][CH2:20][O:19][CH2:18][CH2:17]1. Given the product [Cl:1][C:2]1[CH:3]=[CH:4][C:5]([C:12]([F:15])([F:14])[F:13])=[C:6]([S:8]([N:16]2[CH2:21][CH2:20][O:19][CH2:18][CH2:17]2)(=[O:10])=[O:9])[CH:7]=1, predict the reactants needed to synthesize it. (4) Given the product [CH3:1][C:2]1[C:11]2[C:6](=[CH:7][CH:8]=[CH:9][CH:10]=2)[N:5]=[C:4]([NH:12][C@H:13]2[CH2:18][CH2:17][CH2:16][C@H:15]([NH:19][CH2:25][C:22]3[CH:23]=[CH:24][S:20][CH:21]=3)[CH2:14]2)[N:3]=1, predict the reactants needed to synthesize it. The reactants are: [CH3:1][C:2]1[C:11]2[C:6](=[CH:7][CH:8]=[CH:9][CH:10]=2)[N:5]=[C:4]([NH:12][C@H:13]2[CH2:18][CH2:17][CH2:16][C@H:15]([NH2:19])[CH2:14]2)[N:3]=1.[S:20]1[CH:24]=[CH:23][C:22]([CH:25]=O)=[CH:21]1.C(O[BH-](OC(=O)C)OC(=O)C)(=O)C.[Na+]. (5) Given the product [C:31](=[O:34])([S:33][CH2:20][CH2:19][C:15]1[CH:16]=[CH:17][CH:18]=[C:13]([CH2:12][C@H:11]([NH:21][C:22]([O:23][C:24]([CH3:25])([CH3:26])[CH3:27])=[O:28])[C:10]([N:9]([C:6]2[CH:7]=[CH:8][C:3]([O:2][CH3:1])=[CH:4][CH:5]=2)[CH3:30])=[O:29])[CH:14]=1)[CH3:32], predict the reactants needed to synthesize it. The reactants are: [CH3:1][O:2][C:3]1[CH:8]=[CH:7][C:6]([N:9]([CH3:30])[C:10](=[O:29])[C@@H:11]([NH:21][C:22](=[O:28])[O:23][C:24]([CH3:27])([CH3:26])[CH3:25])[CH2:12][C:13]2[CH:18]=[CH:17][CH:16]=[C:15]([CH:19]=[CH2:20])[CH:14]=2)=[CH:5][CH:4]=1.[C:31]([OH:34])(=[S:33])[CH3:32].N(C(C)(C)C#N)=NC(C)(C)C#N. (6) Given the product [OH:2][C:3]1[CH:4]=[CH:5][C:6]([C:9](=[O:12])[CH2:10][CH3:11])=[CH:7][CH:8]=1, predict the reactants needed to synthesize it. The reactants are: C[O:2][C:3]1[CH:8]=[CH:7][C:6]([C:9](=[O:12])[CH2:10][CH3:11])=[CH:5][CH:4]=1.C(O)(=O)C.